This data is from Forward reaction prediction with 1.9M reactions from USPTO patents (1976-2016). The task is: Predict the product of the given reaction. (1) Given the reactants [OH-].[Na+].[Cl:3][C:4]1[CH:5]=[C:6]([C:14]2[O:18][N:17]=[C:16]([C:19]3[CH:20]=[CH:21][CH:22]=[C:23]4[C:27]=3[N:26]([CH:28]([CH3:30])[CH3:29])[CH:25]=[C:24]4[CH2:31][CH2:32][C:33]([O:35]C(C)C)=[O:34])[N:15]=2)[CH:7]=[CH:8][C:9]=1[O:10][CH:11]([CH3:13])[CH3:12].Cl, predict the reaction product. The product is: [Cl:3][C:4]1[CH:5]=[C:6]([C:14]2[O:18][N:17]=[C:16]([C:19]3[CH:20]=[CH:21][CH:22]=[C:23]4[C:27]=3[N:26]([CH:28]([CH3:29])[CH3:30])[CH:25]=[C:24]4[CH2:31][CH2:32][C:33]([OH:35])=[O:34])[N:15]=2)[CH:7]=[CH:8][C:9]=1[O:10][CH:11]([CH3:12])[CH3:13]. (2) Given the reactants Br[C:2]1[CH:3]=[CH:4][C:5]2[O:14][CH2:13][CH2:12][C:11]3[CH:10]=[C:9]([C:15]4[N:19]([C:20]5[CH:25]=[CH:24][C:23]([F:26])=[CH:22][C:21]=5[Cl:27])[CH:18]=[N:17][N:16]=4)[S:8][C:7]=3[C:6]=2[CH:28]=1.[CH2:29]([N:33]1C=CN=C1)CCC, predict the reaction product. The product is: [Cl:27][C:21]1[CH:22]=[C:23]([F:26])[CH:24]=[CH:25][C:20]=1[N:19]1[CH:18]=[N:17][N:16]=[C:15]1[C:9]1[S:8][C:7]2[C:6]3[CH:28]=[C:2]([C:29]#[N:33])[CH:3]=[CH:4][C:5]=3[O:14][CH2:13][CH2:12][C:11]=2[CH:10]=1. (3) Given the reactants [CH:1]1([CH2:4][C:5]([O:18][C:19]2[CH:41]=[CH:40][C:22]3[C:23]4[N:27]([CH2:28][CH2:29][O:30][C:21]=3[CH:20]=2)[CH:26]=[C:25]([C:31]2[N:32]([CH:37]([CH3:39])[CH3:38])[N:33]=[C:34]([CH3:36])[N:35]=2)[N:24]=4)([CH2:12]OS(C)(=O)=O)[CH2:6]OS(C)(=O)=O)[CH2:3][CH2:2]1, predict the reaction product. The product is: [CH2:23]([N:24]1[CH2:6][C:5]([CH2:4][CH:1]2[CH2:3][CH2:2]2)([O:18][C:19]2[CH:41]=[CH:40][C:22]3[C:23]4[N:27]([CH2:28][CH2:29][O:30][C:21]=3[CH:20]=2)[CH:26]=[C:25]([C:31]2[N:32]([CH:37]([CH3:39])[CH3:38])[N:33]=[C:34]([CH3:36])[N:35]=2)[N:24]=4)[CH2:12]1)[C:22]1[CH:40]=[CH:41][CH:19]=[CH:20][CH:21]=1. (4) Given the reactants Cl[C:2]1[N:7]=[CH:6][N:5]=[C:4]([O:8][C:9]2[CH:18]=[C:17]3[C:12]([CH:13]=[CH:14][CH:15]=[N:16]3)=[CH:11][CH:10]=2)[CH:3]=1.CO[CH2:21][CH2:22]OC.C(=O)([O-])[O-].[Na+].[Na+], predict the reaction product. The product is: [N:5]1[CH:22]=[CH:21][CH:2]=[C:3]([C:2]2[N:7]=[CH:6][N:5]=[C:4]([O:8][C:9]3[CH:18]=[C:17]4[C:12]([CH:13]=[CH:14][CH:15]=[N:16]4)=[CH:11][CH:10]=3)[CH:3]=2)[CH:4]=1. (5) The product is: [F:1][C:2]([F:15])([F:14])[S:3]([NH:24][C:20]1[CH:21]=[CH:22][CH:23]=[C:18]([O:17][CH3:16])[CH:19]=1)(=[O:5])=[O:4]. Given the reactants [F:1][C:2]([F:15])([F:14])[S:3](O[S:3]([C:2]([F:15])([F:14])[F:1])(=[O:5])=[O:4])(=[O:5])=[O:4].[CH3:16][O:17][C:18]1[CH:23]=[CH:22][CH:21]=[C:20]([NH2:24])[CH:19]=1.C(N(CC)CC)C.[OH-].[Na+], predict the reaction product.